From a dataset of Forward reaction prediction with 1.9M reactions from USPTO patents (1976-2016). Predict the product of the given reaction. (1) Given the reactants [NH2:1][C:2]1[CH:7]=[CH:6][C:5](Br)=[C:4]([CH3:9])[N:3]=1.[N:10]1([S:16]([C:19]2[CH:24]=[CH:23][C:22]([SH:25])=[CH:21][CH:20]=2)(=[O:18])=[O:17])[CH2:15][CH2:14][O:13][CH2:12][CH2:11]1.[Cl:26][C:27]1[CH:32]=[C:31]([Cl:33])[CH:30]=[CH:29][C:28]=1[S:34](Cl)(=[O:36])=[O:35], predict the reaction product. The product is: [Cl:26][C:27]1[CH:32]=[C:31]([Cl:33])[CH:30]=[CH:29][C:28]=1[S:34]([NH:1][C:2]1[CH:7]=[CH:6][C:5]([S:25][C:22]2[CH:21]=[CH:20][C:19]([S:16]([N:10]3[CH2:11][CH2:12][O:13][CH2:14][CH2:15]3)(=[O:18])=[O:17])=[CH:24][CH:23]=2)=[C:4]([CH3:9])[N:3]=1)(=[O:36])=[O:35]. (2) Given the reactants [OH:1][C:2]1[CH:7]=[CH:6][C:5]([CH2:8][CH2:9][C:10]2[CH:11]=[CH:12][C:13]3[O:17][C:16]([CH:18]([NH:20][C:21](=[O:23])[CH3:22])[CH3:19])=[CH:15][C:14]=3[CH:24]=2)=[CH:4][CH:3]=1.Br[CH2:26][CH:27]1[CH2:29][CH2:28]1, predict the reaction product. The product is: [CH:27]1([CH2:26][O:1][C:2]2[CH:7]=[CH:6][C:5]([CH2:8][CH2:9][C:10]3[CH:11]=[CH:12][C:13]4[O:17][C:16]([CH:18]([NH:20][C:21](=[O:23])[CH3:22])[CH3:19])=[CH:15][C:14]=4[CH:24]=3)=[CH:4][CH:3]=2)[CH2:29][CH2:28]1. (3) Given the reactants [F:1][C:2]1[CH:15]=[C:14]([N+:16]([O-:18])=[O:17])[CH:13]=[CH:12][C:3]=1[O:4][C:5]1[CH:10]=[CH:9][N:8]=[C:7]([NH2:11])[CH:6]=1.C(N(CC)CC)C.Cl[C:27](OC1C=CC=CC=1)=[O:28].[NH:36]1[CH2:41][CH2:40][O:39][CH2:38][CH2:37]1, predict the reaction product. The product is: [F:1][C:2]1[CH:15]=[C:14]([N+:16]([O-:18])=[O:17])[CH:13]=[CH:12][C:3]=1[O:4][C:5]1[CH:10]=[CH:9][N:8]=[C:7]([NH:11][C:27]([N:36]2[CH2:41][CH2:40][O:39][CH2:38][CH2:37]2)=[O:28])[CH:6]=1. (4) Given the reactants [CH2:1]([O:8][C:9]1[CH:14]=[CH:13][C:12]([CH:15]2[O:19]C(=O)[NH:17][CH:16]2[CH2:21][C:22]2[CH:27]=[CH:26][CH:25]=[C:24]([O:28][C:29]([F:34])([F:33])[CH:30]([F:32])[F:31])[CH:23]=2)=[CH:11][CH:10]=1)[C:2]1[CH:7]=[CH:6][CH:5]=[CH:4][CH:3]=1.[OH-].[Na+], predict the reaction product. The product is: [NH2:17][CH:16]([CH2:21][C:22]1[CH:27]=[CH:26][CH:25]=[C:24]([O:28][C:29]([F:33])([F:34])[CH:30]([F:31])[F:32])[CH:23]=1)[CH:15]([C:12]1[CH:11]=[CH:10][C:9]([O:8][CH2:1][C:2]2[CH:3]=[CH:4][CH:5]=[CH:6][CH:7]=2)=[CH:14][CH:13]=1)[OH:19]. (5) Given the reactants C([O:3][C:4]([C:6]1[C:15](=[O:16])[N:14]2[C:9]([C:10]([CH3:25])=[C:11]([C:17]3[CH:22]=[CH:21][C:20]([O:23][CH3:24])=[CH:19][CH:18]=3)[CH:12]=[CH:13]2)=[C:8]([CH:26]2[CH2:28][CH2:27]2)[CH:7]=1)=[O:5])C.[Li+].[OH-].Cl.C(OCC)(=O)C, predict the reaction product. The product is: [CH:26]1([C:8]2[CH:7]=[C:6]([C:4]([OH:5])=[O:3])[C:15](=[O:16])[N:14]3[C:9]=2[C:10]([CH3:25])=[C:11]([C:17]2[CH:22]=[CH:21][C:20]([O:23][CH3:24])=[CH:19][CH:18]=2)[CH:12]=[CH:13]3)[CH2:28][CH2:27]1. (6) Given the reactants [C:1]1([N:7]2[C:16]3[C:11](=[CH:12][CH:13]=[CH:14][N:15]=3)[C:10]([O:17]C(=O)C(C3C=CC=CC=3)CC)=[CH:9][C:8]2=[O:29])[CH:6]=[CH:5][CH:4]=[CH:3][CH:2]=1.[CH2:30](N(CC)CC)[CH3:31].[C-]#N.[K+].C1[O:57][CH2:56][CH2:55]OCCOCCOCCOCCOC1.[C:58]1(C)[CH:63]=[CH:62][CH:61]=[CH:60][CH:59]=1, predict the reaction product. The product is: [OH:17][C:10]1[C:11]2[C:16](=[N:15][CH:14]=[CH:13][CH:12]=2)[N:7]([C:1]2[CH:2]=[CH:3][CH:4]=[CH:5][CH:6]=2)[C:8](=[O:29])[C:9]=1[C:56](=[O:57])[CH:55]([C:58]1[CH:59]=[CH:60][CH:61]=[CH:62][CH:63]=1)[CH2:30][CH3:31]. (7) Given the reactants [O:1]1[C:10]2[C:5](=[CH:6][CH:7]=[CH:8][CH:9]=2)[CH2:4][CH2:3][CH:2]1[C:11](O)=[O:12].[H-].[H-].[H-].[H-].[Li+].[Al+3], predict the reaction product. The product is: [O:1]1[C:10]2[C:5](=[CH:6][CH:7]=[CH:8][CH:9]=2)[CH2:4][CH2:3][CH:2]1[CH2:11][OH:12]. (8) Given the reactants [CH3:1][N:2]1[CH2:6][CH2:5][CH2:4][CH:3]1[C:7]#[N:8].[C:9]1([CH3:20])[CH:14]=[CH:13][C:12]([S:15]([O:18]C)(=[O:17])=[O:16])=[CH:11][CH:10]=1, predict the reaction product. The product is: [C:9]1([CH3:20])[CH:10]=[CH:11][C:12]([S:15]([O-:18])(=[O:16])=[O:17])=[CH:13][CH:14]=1.[C:7]([CH:3]1[CH2:4][CH2:5][CH2:6][N+:2]1([CH3:9])[CH3:1])#[N:8].